Dataset: Forward reaction prediction with 1.9M reactions from USPTO patents (1976-2016). Task: Predict the product of the given reaction. (1) Given the reactants [Br:1][C:2]1[CH:3]=[C:4]2[C:9](=[CH:10][CH:11]=1)[N:8]=[C:7](Cl)[C:6]([I:13])=[CH:5]2.[CH3:14][O:15][C:16]1[CH:23]=[CH:22][C:19]([CH2:20][NH2:21])=[CH:18][CH:17]=1.O, predict the reaction product. The product is: [Br:1][C:2]1[CH:3]=[C:4]2[C:9](=[CH:10][CH:11]=1)[N:8]=[C:7]([NH:21][CH2:20][C:19]1[CH:22]=[CH:23][C:16]([O:15][CH3:14])=[CH:17][CH:18]=1)[C:6]([I:13])=[CH:5]2. (2) Given the reactants FC(F)(F)C(OC(=O)C(F)(F)F)=O.CS(C)=O.[CH:18]([N:31]1[CH2:34][CH:33]([OH:35])[CH2:32]1)([C:25]1[CH:30]=[CH:29][CH:28]=[CH:27][CH:26]=1)[C:19]1[CH:24]=[CH:23][CH:22]=[CH:21][CH:20]=1.C(N(C(C)C)CC)(C)C.[NH4+].[Cl-], predict the reaction product. The product is: [CH:18]([N:31]1[CH2:34][C:33](=[O:35])[CH2:32]1)([C:25]1[CH:30]=[CH:29][CH:28]=[CH:27][CH:26]=1)[C:19]1[CH:20]=[CH:21][CH:22]=[CH:23][CH:24]=1. (3) Given the reactants [NH2:1][O:2][CH2:3][CH2:4][CH2:5][N:6]1[C:18]2[C:17]3[CH:16]=[CH:15][CH:14]=[CH:13][C:12]=3[N:11]=[C:10]([NH2:19])[C:9]=2[N:8]=[C:7]1[CH2:20][CH2:21][CH3:22].[CH3:23][C:24]([CH3:26])=O, predict the reaction product. The product is: [NH2:19][C:10]1[C:9]2[N:8]=[C:7]([CH2:20][CH2:21][CH3:22])[N:6]([CH2:5][CH2:4][CH2:3][O:2][N:1]=[C:24]([CH3:26])[CH3:23])[C:18]=2[C:17]2[CH:16]=[CH:15][CH:14]=[CH:13][C:12]=2[N:11]=1. (4) The product is: [Cl:27][C:7]1[C:8]2[N:9]([CH:12]=[CH:13][CH:14]=2)[C:10]2[C:5]([N:6]=1)=[CH:4][CH:3]=[C:2]([Cl:1])[CH:11]=2. Given the reactants [Cl:1][C:2]1[CH:11]=[C:10]2[C:5]([NH:6][C:7](=O)[C:8]3[N:9]2[CH:12]=[CH:13][CH:14]=3)=[CH:4][CH:3]=1.C(N(C(C)C)CC)(C)C.P(Cl)(Cl)([Cl:27])=O, predict the reaction product. (5) Given the reactants [CH2:1]([O:3][C:4]([C:6]1[NH:7][C:8]2[C:13]([CH:14]=1)=[CH:12][C:11]([Br:15])=[CH:10][CH:9]=2)=[O:5])[CH3:2].[CH:16]1([O:21][C:22]2[CH:27]=[CH:26][C:25](B(O)O)=[CH:24][CH:23]=2)[CH2:20][CH2:19][CH2:18][CH2:17]1, predict the reaction product. The product is: [CH2:1]([O:3][C:4]([C:6]1[N:7]([C:25]2[CH:26]=[CH:27][C:22]([O:21][CH:16]3[CH2:20][CH2:19][CH2:18][CH2:17]3)=[CH:23][CH:24]=2)[C:8]2[C:13]([CH:14]=1)=[CH:12][C:11]([Br:15])=[CH:10][CH:9]=2)=[O:5])[CH3:2]. (6) Given the reactants [Br:1][C:2]1[CH:3]=[C:4]([CH:18]=[C:19]([C:21]#[N:22])[CH:20]=1)[CH2:5][O:6][C:7]1[CH:12]=[CH:11][CH:10]=[CH:9][C:8]=1[CH2:13][C:14]([O:16][CH3:17])=[O:15].O.[BH4-].[Na+].C([O-])(O)=O.[Na+], predict the reaction product. The product is: [NH2:22][CH2:21][C:19]1[CH:18]=[C:4]([CH:3]=[C:2]([Br:1])[CH:20]=1)[CH2:5][O:6][C:7]1[CH:12]=[CH:11][CH:10]=[CH:9][C:8]=1[CH2:13][C:14]([O:16][CH3:17])=[O:15].